From a dataset of Forward reaction prediction with 1.9M reactions from USPTO patents (1976-2016). Predict the product of the given reaction. Given the reactants [CH3:1][NH:2][C:3]1[C:12]([N+:13]([O-])=O)=[C:11]2[C:6]([CH:7]=[CH:8][CH:9]=[N:10]2)=[CH:5][CH:4]=1.O.NN, predict the reaction product. The product is: [CH3:1][NH:2][C:3]1[C:12]([NH2:13])=[C:11]2[C:6]([CH:7]=[CH:8][CH:9]=[N:10]2)=[CH:5][CH:4]=1.